From a dataset of Full USPTO retrosynthesis dataset with 1.9M reactions from patents (1976-2016). Predict the reactants needed to synthesize the given product. (1) Given the product [CH2:12]([NH:11][C:10]1[C:5]2[N:6]([C:2]([C:34]3[CH:35]=[CH:36][C:31]([C:28]([OH:30])=[O:29])=[CH:32][CH:33]=3)=[CH:3][N:4]=2)[CH:7]=[C:8]([C:16]2[CH:21]=[CH:20][CH:19]=[CH:18][CH:17]=2)[N:9]=1)[CH:13]([CH3:15])[CH3:14], predict the reactants needed to synthesize it. The reactants are: I[C:2]1[N:6]2[CH:7]=[C:8]([C:16]3[CH:21]=[CH:20][CH:19]=[CH:18][CH:17]=3)[N:9]=[C:10]([NH:11][CH2:12][CH:13]([CH3:15])[CH3:14])[C:5]2=[N:4][CH:3]=1.C(=O)([O-])[O-].[K+].[K+].[C:28]([C:31]1[CH:36]=[CH:35][C:34](B(O)O)=[CH:33][CH:32]=1)([OH:30])=[O:29].O. (2) Given the product [Cl:9][C:10]1[C:15]([C:16]([O:18][CH2:1][C:2]2[CH:7]=[CH:6][CH:5]=[CH:4][CH:3]=2)=[O:17])=[CH:14][N:13]=[C:12]([Cl:19])[CH:11]=1, predict the reactants needed to synthesize it. The reactants are: [CH2:1](Br)[C:2]1[CH:7]=[CH:6][CH:5]=[CH:4][CH:3]=1.[Cl:9][C:10]1[C:15]([C:16]([OH:18])=[O:17])=[CH:14][N:13]=[C:12]([Cl:19])[CH:11]=1.C(=O)([O-])[O-].[K+].[K+].CN(C=O)C. (3) Given the product [CH2:1]([C:3]1[CH:4]=[CH:5][C:6]([C:9]2[N:14]=[C:13]([NH:15][CH2:16][CH2:17][CH2:18][O:19][C:25]3[CH:26]=[C:27]4[C:31](=[CH:32][CH:33]=3)[C@H:30]([CH2:34][C:35]([O:37][CH2:38][CH3:39])=[O:36])[CH2:29][CH2:28]4)[C:12]([C:20]([F:21])([F:23])[F:22])=[CH:11][CH:10]=2)=[CH:7][CH:8]=1)[CH3:2], predict the reactants needed to synthesize it. The reactants are: [CH2:1]([C:3]1[CH:8]=[CH:7][C:6]([C:9]2[N:14]=[C:13]([NH:15][CH2:16][CH2:17][CH2:18][OH:19])[C:12]([C:20]([F:23])([F:22])[F:21])=[CH:11][CH:10]=2)=[CH:5][CH:4]=1)[CH3:2].O[C:25]1[CH:26]=[C:27]2[C:31](=[CH:32][CH:33]=1)[C@H:30]([CH2:34][C:35]([O:37][CH2:38][CH3:39])=[O:36])[CH2:29][CH2:28]2.C1C=CC(P(C2C=CC=CC=2)C2C=CC=CC=2)=CC=1.C1CCN(C(N=NC(N2CCCCC2)=O)=O)CC1. (4) Given the product [CH2:35]([O:34][C:32](=[O:33])[C:31]([O:24][C:21]1[CH:22]=[CH:23][C:18]([CH2:17][CH2:16][CH2:15][CH:13]2[CH2:14][N:10]([CH2:9][C:8]3[CH:28]=[CH:29][C:5]([C:1]([CH3:4])([CH3:2])[CH3:3])=[CH:6][CH:7]=3)[C:11](=[O:27])[N:12]2[CH3:26])=[CH:19][C:20]=1[CH3:25])([CH3:38])[CH3:37])[CH3:36], predict the reactants needed to synthesize it. The reactants are: [C:1]([C:5]1[CH:29]=[CH:28][C:8]([CH2:9][N:10]2[CH2:14][CH:13]([CH2:15][CH2:16][CH2:17][C:18]3[CH:23]=[CH:22][C:21]([OH:24])=[C:20]([CH3:25])[CH:19]=3)[N:12]([CH3:26])[C:11]2=[O:27])=[CH:7][CH:6]=1)([CH3:4])([CH3:3])[CH3:2].Br[C:31]([CH3:38])([CH3:37])[C:32]([O:34][CH2:35][CH3:36])=[O:33].C(=O)([O-])[O-].[K+].[K+]. (5) Given the product [C:1]([O:19][CH2:18][C:17]([CH3:20])([CH3:21])[CH2:16][N:15]1[C:9]2[CH:8]=[CH:7][C:6]([Cl:5])=[CH:47][C:10]=2[C@@H:11]([C:37]2[CH:42]=[CH:41][CH:40]=[C:39]([O:43][CH3:44])[C:38]=2[O:45][CH3:46])[O:12][C@H:13]([CH2:23][C:24]([NH:26][C:27]2[CH:28]=[C:29]([CH:33]=[CH:34][C:35]=2[CH3:36])[C:30]([OH:32])=[O:31])=[O:25])[C:14]1=[O:22])(=[O:3])[CH3:2], predict the reactants needed to synthesize it. The reactants are: [C:1](Cl)(=[O:3])[CH3:2].[Cl:5][C:6]1[CH:7]=[CH:8][C:9]2[N:15]([CH2:16][C:17]([CH3:21])([CH3:20])[CH2:18][OH:19])[C:14](=[O:22])[C@@H:13]([CH2:23][C:24]([NH:26][C:27]3[CH:28]=[C:29]([CH:33]=[CH:34][C:35]=3[CH3:36])[C:30]([OH:32])=[O:31])=[O:25])[O:12][C@H:11]([C:37]3[CH:42]=[CH:41][CH:40]=[C:39]([O:43][CH3:44])[C:38]=3[O:45][CH3:46])[C:10]=2[CH:47]=1.N1C=CC=CC=1.C(OCC)(=O)C. (6) Given the product [Cl:7][C:8]1[C:9]([C:21]2[CH:20]=[CH:19][CH:18]=[C:17]([F:16])[CH:22]=2)=[CH:10][C:11]([OH:14])=[CH:12][CH:13]=1, predict the reactants needed to synthesize it. The reactants are: C(=O)([O-])[O-].[Cs+].[Cs+].[Cl:7][C:8]1[CH:13]=[CH:12][C:11]([OH:14])=[CH:10][C:9]=1I.[F:16][C:17]1[CH:18]=[C:19](B(O)O)[CH:20]=[CH:21][CH:22]=1.O. (7) Given the product [I-:22].[CH2:1]([C:3]1[C:8]([CH3:9])=[C:7]([C:10]([F:12])([F:13])[F:11])[CH:6]=[CH:5][C:4]=1[C:14]1[O:15][CH2:16][C:17]([CH3:19])([CH3:20])[N+:18]=1[CH3:21])[CH3:2], predict the reactants needed to synthesize it. The reactants are: [CH2:1]([C:3]1[C:8]([CH3:9])=[C:7]([C:10]([F:13])([F:12])[F:11])[CH:6]=[CH:5][C:4]=1[C:14]1[O:15][CH2:16][C:17]([CH3:20])([CH3:19])[N:18]=1)[CH3:2].[CH3:21][I:22]. (8) The reactants are: [NH2:1][C:2]1[CH:7]=[C:6]([O:8][C:9]2[C:14]([F:15])=[CH:13][C:12]([NH:16][C:17]([C:19]3([C:22]([NH:24][C:25]4[CH:30]=[CH:29][C:28]([F:31])=[CH:27][CH:26]=4)=[O:23])[CH2:21][CH2:20]3)=[O:18])=[C:11]([F:32])[CH:10]=2)[CH:5]=[CH:4][N:3]=1.[CH2:33]([N:35]([CH2:38][CH3:39])[CH2:36][CH3:37])C.Cl[C:41](OC1C=CC=CC=1)=[O:42].C(=O)([O-])[OH:51].[Na+]. Given the product [F:32][C:11]1[CH:10]=[C:9]([O:8][C:6]2[CH:5]=[CH:4][N:3]=[C:2]([NH:1][C:33]([N:35]3[CH2:38][CH2:39][CH:41]([OH:42])[CH2:37][CH2:36]3)=[O:51])[CH:7]=2)[C:14]([F:15])=[CH:13][C:12]=1[NH:16][C:17]([C:19]1([C:22]([NH:24][C:25]2[CH:26]=[CH:27][C:28]([F:31])=[CH:29][CH:30]=2)=[O:23])[CH2:21][CH2:20]1)=[O:18], predict the reactants needed to synthesize it. (9) Given the product [Cl:18][C:10]1[C:9]2[C:13](=[CH:14][C:6]([C:4]([OH:5])=[O:3])=[CH:7][C:8]=2[O:19][CH3:20])[N:12]([CH:15]2[CH2:17][CH2:16]2)[CH:11]=1, predict the reactants needed to synthesize it. The reactants are: C([O:3][C:4]([C:6]1[CH:14]=[C:13]2[C:9]([C:10]([Cl:18])=[CH:11][N:12]2[CH:15]2[CH2:17][CH2:16]2)=[C:8]([O:19][CH3:20])[CH:7]=1)=[O:5])C. (10) Given the product [OH:1][CH2:2][CH:3]1[N:8]([C:25](=[O:26])[NH:24][C:21]2[CH:22]=[CH:23][C:18]([S:17][CH3:16])=[CH:19][CH:20]=2)[CH2:7][CH2:6][N:5]([C:9]([O:11][C:12]([CH3:15])([CH3:14])[CH3:13])=[O:10])[CH2:4]1, predict the reactants needed to synthesize it. The reactants are: [OH:1][CH2:2][CH:3]1[NH:8][CH2:7][CH2:6][N:5]([C:9]([O:11][C:12]([CH3:15])([CH3:14])[CH3:13])=[O:10])[CH2:4]1.[CH3:16][S:17][C:18]1[CH:23]=[CH:22][C:21]([N:24]=[C:25]=[O:26])=[CH:20][CH:19]=1.